Dataset: Catalyst prediction with 721,799 reactions and 888 catalyst types from USPTO. Task: Predict which catalyst facilitates the given reaction. Reactant: [F:1][C:2]1[CH:7]=[CH:6][C:5]([F:8])=[CH:4][C:3]=1[CH2:9][CH:10]([NH:12][C:13]1[CH:18]=[CH:17][NH:16][C:15](=[O:19])[C:14]=1[C:20]1[NH:36][C:23]2=[CH:24][C:25]3[C:26](=[O:35])[N:27]([CH:32]([CH3:34])[CH3:33])[C:28](=O)[C:29]=3[CH:30]=[C:22]2[N:21]=1)[CH3:11]. The catalyst class is: 183. Product: [F:1][C:2]1[CH:7]=[CH:6][C:5]([F:8])=[CH:4][C:3]=1[CH2:9][CH:10]([NH:12][C:13]1[CH:18]=[CH:17][NH:16][C:15](=[O:19])[C:14]=1[C:20]1[NH:21][C:22]2=[CH:30][C:29]3[CH2:28][N:27]([CH:32]([CH3:34])[CH3:33])[C:26](=[O:35])[C:25]=3[CH:24]=[C:23]2[N:36]=1)[CH3:11].